This data is from Forward reaction prediction with 1.9M reactions from USPTO patents (1976-2016). The task is: Predict the product of the given reaction. (1) Given the reactants NC1[CH:3]=[C:4](B(O)O)[CH:5]=[C:6]([C:8]([O:10][CH3:11])=[O:9])[CH:7]=1.[C:15](=O)([O-])[O-].[K+].[K+], predict the reaction product. The product is: [CH3:15][CH2:11][O:10][C:8]([CH3:6])=[O:9].[CH3:3][CH2:4][CH2:5][CH:6]([CH3:8])[CH3:7]. (2) The product is: [OH:3][C:4]1[NH:12][C:11]2[C:6](=[N:7][CH:8]=[CH:9][CH:10]=2)[C:5]=1[C:13]#[N:14]. Given the reactants C([O:3][C:4](=O)[CH:5]([C:13]#[N:14])[C:6]1[C:11]([NH2:12])=[CH:10][CH:9]=[CH:8][N:7]=1)C.C1(C)C(C)=CC=CC=1, predict the reaction product.